Dataset: Full USPTO retrosynthesis dataset with 1.9M reactions from patents (1976-2016). Task: Predict the reactants needed to synthesize the given product. (1) Given the product [CH3:21][S:22]([O:12][CH2:11][CH2:10][C@@H:9]([NH:13][C:14]([O:15][C:16]([CH3:17])([CH3:19])[CH3:18])=[O:20])[C:4]1[CH:5]=[CH:6][C:7]([Cl:8])=[C:2]([Cl:1])[CH:3]=1)(=[O:24])=[O:23], predict the reactants needed to synthesize it. The reactants are: [Cl:1][C:2]1[CH:3]=[C:4]([C@H:9]([NH:13][C:14](=[O:20])[O:15][C:16]([CH3:19])([CH3:18])[CH3:17])[CH2:10][CH2:11][OH:12])[CH:5]=[CH:6][C:7]=1[Cl:8].[CH3:21][S:22](Cl)(=[O:24])=[O:23]. (2) Given the product [CH3:1][C:2]1[CH:3]=[N:4][N:5]([C:7]2[CH:8]=[C:9]([CH:10]=[C:11]([C:13]([F:16])([F:14])[F:15])[CH:12]=2)[NH2:17])[CH:6]=1, predict the reactants needed to synthesize it. The reactants are: [CH3:1][C:2]1[CH:3]=[N:4][N:5]([C:7]2[CH:12]=[C:11]([C:13]([F:16])([F:15])[F:14])[CH:10]=[C:9]([N+:17]([O-])=O)[CH:8]=2)[CH:6]=1.